This data is from Reaction yield outcomes from USPTO patents with 853,638 reactions. The task is: Predict the reaction yield, written as a fraction of the theoretical maximum amount of product (1.0 means a 100% yield; for example, 0.34 means a 34% yield). (1) The product is [F:1][C:2]1[CH:11]=[CH:10][C:5]([C:6]([O:8][CH3:9])=[O:7])=[CH:4][C:3]=1[N:12]([CH2:25][CH2:26][N:27]1[CH2:32][CH2:31][O:30][CH2:29][CH2:28]1)[S:13]([CH3:16])(=[O:15])=[O:14]. The reactants are [F:1][C:2]1[CH:11]=[CH:10][C:5]([C:6]([O:8][CH3:9])=[O:7])=[CH:4][C:3]=1[NH:12][S:13]([CH3:16])(=[O:15])=[O:14].C([O-])([O-])=O.[K+].[K+].Cl.Cl[CH2:25][CH2:26][N:27]1[CH2:32][CH2:31][O:30][CH2:29][CH2:28]1.O. The catalyst is CN(C=O)C. The yield is 0.880. (2) The reactants are [CH3:1][O:2][C:3]1[CH:19]=[CH:18][C:6]([CH2:7][S:8][C@H:9]2[CH2:13][NH:12][C@H:11]([CH2:14][CH2:15][CH2:16][OH:17])[CH2:10]2)=[CH:5][CH:4]=1.C(N([CH2:25][CH3:26])CC)C.[CH2:27]([O:31][C:32](Cl)=[O:33])[CH2:28][CH2:29][CH3:30]. The catalyst is C(Cl)Cl. The product is [CH2:27]([O:31][C:32]([N:12]1[CH2:13][C@H:9]([S:8][CH2:7][C:6]2[CH:5]=[CH:4][C:3]([O:2][CH3:1])=[CH:19][CH:18]=2)[CH2:10][C@H:11]1[CH2:14][CH2:15][CH2:16][O:17][C:32]([O:31][CH2:27][CH2:28][CH2:25][CH3:26])=[O:33])=[O:33])[CH2:28][CH2:29][CH3:30].[CH2:27]([O:31][C:32]([N:12]1[CH2:13][C@H:9]([S:8][CH2:7][C:6]2[CH:5]=[CH:4][C:3]([O:2][CH3:1])=[CH:19][CH:18]=2)[CH2:10][C@H:11]1[CH2:14][CH2:15][CH2:16][OH:17])=[O:33])[CH2:28][CH2:29][CH3:30]. The yield is 0.320. (3) The reactants are [CH3:1][C:2]1([OH:12])[CH2:11][CH2:10][C:5]2([O:9][CH2:8][CH2:7][O:6]2)[CH2:4][CH2:3]1.[H-].[Na+].[CH3:15][C:16]1([O:19][CH2:18]1)[CH3:17]. The product is [CH3:15][C:16]([OH:19])([CH3:18])[CH2:17][O:12][C:2]1([CH3:1])[CH2:11][CH2:10][C:5]2([O:6][CH2:7][CH2:8][O:9]2)[CH2:4][CH2:3]1. The catalyst is CN(C)C=O.O. The yield is 0.320. (4) The yield is 0.400. The product is [ClH:19].[N:20]1[CH:25]=[CH:24][C:23]([CH2:26][CH2:27][NH:28][S:16]([C:14]2[S:15][C:11]([C:5]3[CH:4]=[C:3]([CH2:1][CH3:2])[C:8](=[O:9])[NH:7][C:6]=3[CH3:10])=[CH:12][CH:13]=2)(=[O:18])=[O:17])=[CH:22][CH:21]=1. The reactants are [CH2:1]([C:3]1[C:8](=[O:9])[NH:7][C:6]([CH3:10])=[C:5]([C:11]2[S:15][C:14]([S:16]([Cl:19])(=[O:18])=[O:17])=[CH:13][CH:12]=2)[CH:4]=1)[CH3:2].[N:20]1[CH:25]=[CH:24][C:23]([CH2:26][CH2:27][NH2:28])=[CH:22][CH:21]=1. No catalyst specified. (5) The reactants are [N:1]([C@H:4]1[CH2:28][CH2:27][C@@:26]2([CH3:29])[C:6](=[CH:7][CH2:8][C@@H:9]3[C@@H:25]2[CH2:24][CH2:23][C@@:22]2([CH3:30])[C@H:10]3[CH2:11][CH2:12][C@@H:13]2[C@H:14]([CH3:21])[CH2:15][CH2:16][CH2:17][CH:18]([CH3:20])[CH3:19])[CH2:5]1)=[N+]=[N-].[H-].[Al+3].[Li+].[H-].[H-].[H-]. The catalyst is C(OCC)C. The product is [NH2:1][C@H:4]1[CH2:28][CH2:27][C@@:26]2([CH3:29])[C:6](=[CH:7][CH2:8][C@@H:9]3[C@@H:25]2[CH2:24][CH2:23][C@@:22]2([CH3:30])[C@H:10]3[CH2:11][CH2:12][C@@H:13]2[C@H:14]([CH3:21])[CH2:15][CH2:16][CH2:17][CH:18]([CH3:20])[CH3:19])[CH2:5]1. The yield is 0.850. (6) The reactants are C([C@@:4]1([CH3:19])[CH2:8][CH2:7][N:6]([C:9]([O:11][CH2:12][C:13]2[CH:18]=[CH:17][CH:16]=[CH:15][CH:14]=2)=[O:10])[CH2:5]1)(=O)N.FC(F)(F)C(OI(C1C=CC=CC=1)OC(=O)C(F)(F)F)=O.Cl.C([O-])([O-])=O.[K+].[K+].[CH3:48][C:49]([O:52][C:53]([O:55]C(OC(C)(C)C)=O)=O)([CH3:51])[CH3:50].CC#[N:65].O. The catalyst is C(OCC)(=O)C.C1COCC1.CCOCC. The product is [C:49]([O:52][C:53]([NH:65][C@@:4]1([CH3:19])[CH2:8][CH2:7][N:6]([C:9]([O:11][CH2:12][C:13]2[CH:14]=[CH:15][CH:16]=[CH:17][CH:18]=2)=[O:10])[CH2:5]1)=[O:55])([CH3:51])([CH3:50])[CH3:48]. The yield is 0.932. (7) The reactants are C(O)(=O)C.[NH:5]1[C:13]2[C:8](=[CH:9][CH:10]=[CH:11][CH:12]=2)[C:7]([CH2:14][C@H:15]([NH:17][CH2:18][C@H:19]([CH3:22])[CH2:20][F:21])[CH3:16])=[CH:6]1.[F:23][C:24]1[CH:25]=[C:26](/[CH:33]=[CH:34]/[C:35]([O:37][CH3:38])=[O:36])[CH:27]=[C:28]([F:32])[C:29]=1[CH:30]=O. The catalyst is C1(C)C=CC=CC=1. The product is [F:23][C:24]1[CH:25]=[C:26](/[CH:33]=[CH:34]/[C:35]([O:37][CH3:38])=[O:36])[CH:27]=[C:28]([F:32])[C:29]=1[C@@H:30]1[C:6]2[NH:5][C:13]3[C:8]([C:7]=2[CH2:14][C@@H:15]([CH3:16])[N:17]1[CH2:18][C@H:19]([CH3:22])[CH2:20][F:21])=[CH:9][CH:10]=[CH:11][CH:12]=3. The yield is 0.618.